From a dataset of NCI-60 drug combinations with 297,098 pairs across 59 cell lines. Regression. Given two drug SMILES strings and cell line genomic features, predict the synergy score measuring deviation from expected non-interaction effect. (1) Drug 1: CN1C(=O)N2C=NC(=C2N=N1)C(=O)N. Drug 2: C1=CC=C(C(=C1)C(C2=CC=C(C=C2)Cl)C(Cl)Cl)Cl. Cell line: MOLT-4. Synergy scores: CSS=-7.32, Synergy_ZIP=3.11, Synergy_Bliss=3.48, Synergy_Loewe=-8.82, Synergy_HSA=-5.50. (2) Drug 1: C1=CN(C(=O)N=C1N)C2C(C(C(O2)CO)O)O.Cl. Drug 2: CCC1(C2=C(COC1=O)C(=O)N3CC4=CC5=C(C=CC(=C5CN(C)C)O)N=C4C3=C2)O.Cl. Cell line: 786-0. Synergy scores: CSS=23.7, Synergy_ZIP=-6.95, Synergy_Bliss=-3.39, Synergy_Loewe=-20.2, Synergy_HSA=-1.49.